Dataset: Full USPTO retrosynthesis dataset with 1.9M reactions from patents (1976-2016). Task: Predict the reactants needed to synthesize the given product. (1) Given the product [Br:1][C:2]1[CH:7]=[C:6]([C:8]([CH3:9])([CH3:10])[CH3:11])[CH:5]=[C:4]([C:12]([CH3:15])([CH3:14])[CH3:13])[C:3]=1[O:16][CH2:19][CH2:20][CH3:21], predict the reactants needed to synthesize it. The reactants are: [Br:1][C:2]1[CH:7]=[C:6]([C:8]([CH3:11])([CH3:10])[CH3:9])[CH:5]=[C:4]([C:12]([CH3:15])([CH3:14])[CH3:13])[C:3]=1[OH:16].[H-].[Na+].[CH2:19](I)[CH2:20][CH3:21]. (2) Given the product [OH:42][C:43]([C:46]1[CH:51]=[CH:50][CH:49]=[CH:48][C:47]=1[C:2]1[C:11]2[C:6](=[CH:7][C:8]([S:12]([NH:15][C:16]3[S:17][CH:18]=[CH:19][N:20]=3)(=[O:13])=[O:14])=[CH:9][CH:10]=2)[CH:5]=[CH:4][N:3]=1)([CH3:45])[CH3:44], predict the reactants needed to synthesize it. The reactants are: Cl[C:2]1[C:11]2[C:6](=[CH:7][C:8]([S:12]([N:15](CC3C=CC(OC)=CC=3)[C:16]3[S:17][CH:18]=[CH:19][N:20]=3)(=[O:14])=[O:13])=[CH:9][CH:10]=2)[CH:5]=[CH:4][N:3]=1.C(=O)([O-])[O-].[K+].[K+].O1CCOCC1.[OH:42][C:43]([C:46]1[CH:51]=[CH:50][CH:49]=[CH:48][C:47]=1B(O)O)([CH3:45])[CH3:44]. (3) Given the product [F:13][C:14]1[CH:19]=[C:18]([F:20])[CH:17]=[CH:16][C:15]=1[CH2:21][NH:22][C:23]([C:25]1[C:26](=[O:43])[C:27]([O:42][CH2:2][O:3][C:4]([O:6][CH2:7][C:8]([O:10][CH3:11])=[O:9])=[O:5])=[C:28]2[C:33](=[O:34])[N:32]3[CH2:35][C@H:36]4[CH2:40][CH2:39][CH2:38][N:37]4[C@@H:31]3[CH2:30][N:29]2[CH:41]=1)=[O:24], predict the reactants needed to synthesize it. The reactants are: I[CH2:2][O:3][C:4]([O:6][CH2:7][C:8]([O:10][CH3:11])=[O:9])=[O:5].[Na].[F:13][C:14]1[CH:19]=[C:18]([F:20])[CH:17]=[CH:16][C:15]=1[CH2:21][NH:22][C:23]([C:25]1[C:26](=[O:43])[C:27]([OH:42])=[C:28]2[C:33](=[O:34])[N:32]3[CH2:35][C@H:36]4[CH2:40][CH2:39][CH2:38][N:37]4[C@@H:31]3[CH2:30][N:29]2[CH:41]=1)=[O:24].C(=O)([O-])[O-].[K+].[K+]. (4) Given the product [C:17]([C:9]1[CH:8]=[C:7]([N:6]2[C:2]([S:37][CH:31]3[CH2:36][CH2:35][CH2:34][CH2:33][CH2:32]3)=[C:3]([CH3:25])[C:4]([C:21]([O:23][CH3:24])=[O:22])=[CH:5]2)[CH:12]=[C:11]([C:13]2([CH3:16])[CH2:14][CH2:15]2)[CH:10]=1)([CH3:20])([CH3:18])[CH3:19], predict the reactants needed to synthesize it. The reactants are: Br[C:2]1[N:6]([C:7]2[CH:12]=[C:11]([C:13]3([CH3:16])[CH2:15][CH2:14]3)[CH:10]=[C:9]([C:17]([CH3:20])([CH3:19])[CH3:18])[CH:8]=2)[CH:5]=[C:4]([C:21]([O:23][CH3:24])=[O:22])[C:3]=1[CH3:25].[Li]CCCC.[CH:31]1([S:37][S:37][CH:31]2[CH2:36][CH2:35][CH2:34][CH2:33][CH2:32]2)[CH2:36][CH2:35][CH2:34][CH2:33][CH2:32]1.